This data is from Catalyst prediction with 721,799 reactions and 888 catalyst types from USPTO. The task is: Predict which catalyst facilitates the given reaction. Reactant: C1C=C[NH+]=CC=1.[O-][Cr](Cl)(=O)=O.[CH3:12][O:13][C:14]1[CH:31]=[CH:30][C:29]2[C@H:28]3[C@:19]([CH3:40])([C@H:20]4[C@@:24]([CH2:26][CH:27]3[OH:32])([CH3:25])[C@@H:23]([O:33][CH:34]3[CH2:39][CH2:38][CH2:37][CH2:36][O:35]3)[CH2:22][CH2:21]4)[CH2:18][CH2:17][C:16]=2[CH:15]=1. Product: [CH3:12][O:13][C:14]1[CH:31]=[CH:30][C:29]2[C@H:28]3[C@:19]([CH3:40])([C@H:20]4[C@@:24]([CH2:26][C:27]3=[O:32])([CH3:25])[C@@H:23]([O:33][CH:34]3[CH2:39][CH2:38][CH2:37][CH2:36][O:35]3)[CH2:22][CH2:21]4)[CH2:18][CH2:17][C:16]=2[CH:15]=1. The catalyst class is: 4.